This data is from Merck oncology drug combination screen with 23,052 pairs across 39 cell lines. The task is: Regression. Given two drug SMILES strings and cell line genomic features, predict the synergy score measuring deviation from expected non-interaction effect. (1) Drug 1: Cc1nc(Nc2ncc(C(=O)Nc3c(C)cccc3Cl)s2)cc(N2CCN(CCO)CC2)n1. Drug 2: CCc1c2c(nc3ccc(O)cc13)-c1cc3c(c(=O)n1C2)COC(=O)C3(O)CC. Cell line: LOVO. Synergy scores: synergy=39.7. (2) Drug 1: CC(=O)OC1C(=O)C2(C)C(O)CC3OCC3(OC(C)=O)C2C(OC(=O)c2ccccc2)C2(O)CC(OC(=O)C(O)C(NC(=O)c3ccccc3)c3ccccc3)C(C)=C1C2(C)C. Drug 2: CC1(c2nc3c(C(N)=O)cccc3[nH]2)CCCN1. Cell line: HT29. Synergy scores: synergy=-6.59. (3) Drug 1: CN1C(=O)C=CC2(C)C3CCC4(C)C(NC(=O)OCC(F)(F)F)CCC4C3CCC12. Drug 2: N#Cc1ccc(Cn2cncc2CN2CCN(c3cccc(Cl)c3)C(=O)C2)cc1. Cell line: UACC62. Synergy scores: synergy=0.258. (4) Synergy scores: synergy=-20.7. Drug 2: NC1CCCCC1N.O=C(O)C(=O)O.[Pt+2]. Cell line: A427. Drug 1: C#Cc1cccc(Nc2ncnc3cc(OCCOC)c(OCCOC)cc23)c1. (5) Drug 1: CCC1(O)CC2CN(CCc3c([nH]c4ccccc34)C(C(=O)OC)(c3cc4c(cc3OC)N(C)C3C(O)(C(=O)OC)C(OC(C)=O)C5(CC)C=CCN6CCC43C65)C2)C1. Drug 2: CC(C)CC(NC(=O)C(Cc1ccccc1)NC(=O)c1cnccn1)B(O)O. Cell line: HT29. Synergy scores: synergy=-27.2. (6) Drug 1: Nc1ccn(C2OC(CO)C(O)C2(F)F)c(=O)n1. Drug 2: CC1(c2nc3c(C(N)=O)cccc3[nH]2)CCCN1. Cell line: SW837. Synergy scores: synergy=-2.33. (7) Drug 1: O=C(NOCC(O)CO)c1ccc(F)c(F)c1Nc1ccc(I)cc1F. Drug 2: CCc1c2c(nc3ccc(O)cc13)-c1cc3c(c(=O)n1C2)COC(=O)C3(O)CC. Cell line: SKMEL30. Synergy scores: synergy=5.82. (8) Drug 1: CN(C)C(=N)N=C(N)N. Drug 2: Cn1c(=O)n(-c2ccc(C(C)(C)C#N)cc2)c2c3cc(-c4cnc5ccccc5c4)ccc3ncc21. Cell line: DLD1. Synergy scores: synergy=8.63. (9) Drug 1: CS(=O)(=O)CCNCc1ccc(-c2ccc3ncnc(Nc4ccc(OCc5cccc(F)c5)c(Cl)c4)c3c2)o1. Drug 2: NC1(c2ccc(-c3nc4ccn5c(=O)[nH]nc5c4cc3-c3ccccc3)cc2)CCC1. Cell line: NCIH1650. Synergy scores: synergy=39.1.